From a dataset of Full USPTO retrosynthesis dataset with 1.9M reactions from patents (1976-2016). Predict the reactants needed to synthesize the given product. (1) Given the product [CH3:18][O:17][C:14]1[CH:15]=[C:7]2[C:5](=[CH:10][CH:13]=1)[C:4](=[O:20])[NH:3][CH2:6]2, predict the reactants needed to synthesize it. The reactants are: CC[N:3]([CH2:6][CH3:7])[CH2:4][CH3:5].BrC1C=[CH:15][C:14]([O:17][CH3:18])=[CH:13][C:10]=1C#N.[C]=[O:20]. (2) Given the product [Cl:1][C:2]1[C:3]([CH3:23])=[N:4][CH:5]=[C:6]([CH:21]=1)[C:7]([NH:9][C:10]1[CH:15]=[CH:14][C:13]([O:16][C:17]([F:20])([F:19])[F:18])=[CH:12][CH:11]=1)=[O:8], predict the reactants needed to synthesize it. The reactants are: [Cl:1][C:2]1[C:3](Cl)=[N:4][CH:5]=[C:6]([CH:21]=1)[C:7]([NH:9][C:10]1[CH:15]=[CH:14][C:13]([O:16][C:17]([F:20])([F:19])[F:18])=[CH:12][CH:11]=1)=[O:8].[C:23]([O-])([O-])=O.[K+].[K+]. (3) Given the product [F:1][C:2]1[CH:3]=[C:4]2[C:9](=[CH:10][C:11]=1[O:12][CH2:13][CH2:14][N:15]1[CH2:20][CH2:19][O:18][CH2:17][CH2:16]1)[N:8]=[C:7]([CH:21]=[CH:31][C:29]1[O:30][C:26]([N+:23]([O-:25])=[O:24])=[CH:27][CH:28]=1)[NH:6][C:5]2=[O:22], predict the reactants needed to synthesize it. The reactants are: [F:1][C:2]1[CH:3]=[C:4]2[C:9](=[CH:10][C:11]=1[O:12][CH2:13][CH2:14][N:15]1[CH2:20][CH2:19][O:18][CH2:17][CH2:16]1)[N:8]=[C:7]([CH3:21])[NH:6][C:5]2=[O:22].[N+:23]([C:26]1[O:30][C:29]([CH:31]=O)=[CH:28][CH:27]=1)([O-:25])=[O:24].S(=O)(=O)(O)O.C(OCC)(=O)C.